From a dataset of Reaction yield outcomes from USPTO patents with 853,638 reactions. Predict the reaction yield, written as a fraction of the theoretical maximum amount of product (1.0 means a 100% yield; for example, 0.34 means a 34% yield). (1) The reactants are [NH2:1][C@H:2]([C:4]1[N:9]([C:10]2[CH:15]=[CH:14][CH:13]=[CH:12][CH:11]=2)[C:8](=[O:16])[C:7]2=[CH:17][CH:18]=[CH:19][N:6]2[N:5]=1)[CH3:3].Cl[C:21]1[C:26]([I:27])=[CH:25][N:24]=[CH:23][N:22]=1.[F-].[Cs+].C(N(CC)C(C)C)(C)C. No catalyst specified. The product is [I:27][C:26]1[C:21]([NH:1][C@H:2]([C:4]2[N:9]([C:10]3[CH:15]=[CH:14][CH:13]=[CH:12][CH:11]=3)[C:8](=[O:16])[C:7]3=[CH:17][CH:18]=[CH:19][N:6]3[N:5]=2)[CH3:3])=[N:22][CH:23]=[N:24][CH:25]=1. The yield is 0.130. (2) The reactants are [F:1][C:2]1[CH:7]=[CH:6][C:5]([CH:8]2[CH2:17][C:16]3[C:11](=[CH:12][CH:13]=[C:14]([CH3:18])[CH:15]=3)[N:10]([N:19]=O)[CH2:9]2)=[CH:4][CH:3]=1.[Cl-].[NH4+].O.[CH3:24][C:25]([CH3:27])=O. The catalyst is [Zn]. The product is [F:1][C:2]1[CH:7]=[CH:6][C:5]([CH:8]2[CH2:17][C:16]3[C:11](=[CH:12][CH:13]=[C:14]([CH3:18])[CH:15]=3)[N:10]([N:19]=[C:25]([CH3:27])[CH3:24])[CH2:9]2)=[CH:4][CH:3]=1. The yield is 0.927. (3) The catalyst is C(OCC)(=O)C. The reactants are [Cl-].O[NH3+:3].[C:4](=[O:7])([O-])[OH:5].[Na+].CS(C)=O.[CH3:13][N:14]1[C:19](=[O:20])[C:18]([CH2:21][C:22]2[CH:27]=[CH:26][C:25]([C:28]3[C:29]([C:34]#[N:35])=[CH:30][CH:31]=[CH:32][CH:33]=3)=[CH:24][CH:23]=2)=[C:17]([CH2:36][CH2:37][CH3:38])[N:16]2[N:39]=[CH:40][N:41]=[C:15]12. The yield is 0.380. The product is [CH3:13][N:14]1[C:19](=[O:20])[C:18]([CH2:21][C:22]2[CH:23]=[CH:24][C:25]([C:28]3[CH:33]=[CH:32][CH:31]=[CH:30][C:29]=3[C:34]3[NH:3][C:4](=[O:7])[O:5][N:35]=3)=[CH:26][CH:27]=2)=[C:17]([CH2:36][CH2:37][CH3:38])[N:16]2[N:39]=[CH:40][N:41]=[C:15]12. (4) The reactants are [I:1][C:2]1[CH:3]=[C:4]2[C:8](=[CH:9][CH:10]=1)[NH:7][C:6](=[O:11])[C:5]2=[N:12][NH:13][C:14]([C:16]1[CH:21]=[CH:20][C:19]([NH:22][C:23](=[O:30])[CH2:24][CH2:25][C:26]([O:28]C)=[O:27])=[CH:18][CH:17]=1)=[O:15].[OH-].[Na+]. The catalyst is C1COCC1.O. The product is [I:1][C:2]1[CH:3]=[C:4]2[C:8](=[CH:9][CH:10]=1)[NH:7][C:6](=[O:11])[C:5]2=[N:12][NH:13][C:14]([C:16]1[CH:17]=[CH:18][C:19]([NH:22][C:23](=[O:30])[CH2:24][CH2:25][C:26]([OH:28])=[O:27])=[CH:20][CH:21]=1)=[O:15]. The yield is 0.340. (5) The reactants are C(OC(=O)[NH:7][CH2:8][C:9]1([C:16]2[NH:20][C:19](=[O:21])[O:18][N:17]=2)[CH2:11][CH:10]1[CH2:12][CH:13]([CH3:15])[CH3:14])(C)(C)C.[ClH:23]. The catalyst is O1CCOCC1.CCOCC. The product is [ClH:23].[NH2:7][CH2:8][C:9]1([C:16]2[NH:20][C:19](=[O:21])[O:18][N:17]=2)[CH2:11][CH:10]1[CH2:12][CH:13]([CH3:15])[CH3:14]. The yield is 0.790. (6) The reactants are [F:1][C:2]1[CH:7]=[CH:6][CH:5]=[CH:4][C:3]=1[C:8](=[O:11])[CH2:9]O.C(N(CC)CC)C.F.F.F.C(N(CC)CC)C.[F:29]C(F)(C(F)(F)F)C(F)(F)C(F)(F)S(F)(=O)=O.C(=O)([O-])O.[Na+]. The catalyst is ClCCl. The product is [F:29][CH2:9][C:8]([C:3]1[CH:4]=[CH:5][CH:6]=[CH:7][C:2]=1[F:1])=[O:11]. The yield is 0.610.